From a dataset of Full USPTO retrosynthesis dataset with 1.9M reactions from patents (1976-2016). Predict the reactants needed to synthesize the given product. Given the product [N:2]1[C:7]2[C:6](=[N:8][CH:18]=[CH:13][CH:14]=2)[CH:5]=[C:4]([NH2:9])[CH:3]=1, predict the reactants needed to synthesize it. The reactants are: Cl.[N:2]1[CH:7]=[C:6]([NH2:8])[CH:5]=[C:4]([NH2:9])[CH:3]=1.[N+]([C:13]1[CH:14]=C(S([O-])(=O)=O)C=C[CH:18]=1)([O-])=O.[Na+].O.OS(O)(=O)=O.